Predict the product of the given reaction. From a dataset of Forward reaction prediction with 1.9M reactions from USPTO patents (1976-2016). (1) Given the reactants [Cl:1][C:2]1[CH:7]=[CH:6][C:5]([C:8]2[C:12]([C:13]3[N:14]=[CH:15][NH:16][CH:17]=3)=[C:11]([C:18]([F:21])([F:20])[F:19])[O:10][N:9]=2)=[CH:4][CH:3]=1.Cl[C:23]1[CH:32]=[CH:31][C:26]([C:27]([O:29][CH3:30])=[O:28])=[CH:25][N:24]=1, predict the reaction product. The product is: [CH3:30][O:29][C:27](=[O:28])[C:26]1[CH:31]=[CH:32][C:23]([N:16]2[CH:17]=[C:13]([C:12]3[C:8]([C:5]4[CH:6]=[CH:7][C:2]([Cl:1])=[CH:3][CH:4]=4)=[N:9][O:10][C:11]=3[C:18]([F:21])([F:19])[F:20])[N:14]=[CH:15]2)=[N:24][CH:25]=1. (2) Given the reactants [O:1]=[C:2]1[CH2:7][O:6][CH2:5][CH:4]([NH:8][C:9](=[O:18])[O:10][CH2:11][C:12]2[CH:17]=[CH:16][CH:15]=[CH:14][CH:13]=2)[CH2:3]1.O.O.O.O.O.O.O.[Cl-].[Ce+3].[Cl-].[Cl-].[BH4-].[Na+], predict the reaction product. The product is: [OH:1][CH:2]1[CH2:7][O:6][CH2:5][CH:4]([NH:8][C:9](=[O:18])[O:10][CH2:11][C:12]2[CH:17]=[CH:16][CH:15]=[CH:14][CH:13]=2)[CH2:3]1. (3) Given the reactants [C:1]1([C:7]2[C:8]([CH:17]([NH2:19])[CH3:18])=[N:9][C:10]3[C:15]([CH:16]=2)=[N:14][CH:13]=[CH:12][CH:11]=3)[CH:6]=[CH:5][CH:4]=[CH:3][CH:2]=1.N[C:21]12[N:29]=[CH:28][N:27]=[C:26]1[C:25](Cl)=[N:24][CH:23]=[N:22]2.CCN(C(C)C)C(C)C, predict the reaction product. The product is: [C:1]1([C:7]2[C:8]([CH:17]([NH:19][C:25]3[N:24]=[CH:23][N:22]=[C:21]4[C:26]=3[N:27]=[CH:28][NH:29]4)[CH3:18])=[N:9][C:10]3[C:15]([CH:16]=2)=[N:14][CH:13]=[CH:12][CH:11]=3)[CH:2]=[CH:3][CH:4]=[CH:5][CH:6]=1. (4) Given the reactants Br[C:2]1[CH:7]=[CH:6][C:5]([Cl:8])=[C:4]([O:9][CH2:10][CH2:11][CH2:12][O:13][CH3:14])[CH:3]=1.[CH3:15][CH:16]([CH3:20])[C:17](=[O:19])[CH3:18].C(O[Na])(C)(C)C.C(OCC)(=O)C, predict the reaction product. The product is: [Cl:8][C:5]1[CH:6]=[CH:7][C:2]([CH2:18][C:17](=[O:19])[CH:16]([CH3:20])[CH3:15])=[CH:3][C:4]=1[O:9][CH2:10][CH2:11][CH2:12][O:13][CH3:14]. (5) Given the reactants C(OC([N:8]1[CH2:12][C@@H:11]([CH2:13][NH:14][C:15](=[O:22])[C:16]2[CH:21]=[CH:20][CH:19]=[CH:18][CH:17]=2)[CH2:10][C@H:9]1[C:23]([N:25]1[CH2:29][CH2:28][S:27][CH2:26]1)=[O:24])=O)(C)(C)C.[H-].[Na+].CI.Cl.O1CCOC[CH2:36]1, predict the reaction product. The product is: [CH3:36][N:14]([CH2:13][C@H:11]1[CH2:10][C@@H:9]([C:23]([N:25]2[CH2:29][CH2:28][S:27][CH2:26]2)=[O:24])[NH:8][CH2:12]1)[C:15](=[O:22])[C:16]1[CH:17]=[CH:18][CH:19]=[CH:20][CH:21]=1. (6) Given the reactants [NH2:1][C@@H:2]([C:6]1[N:15]([CH2:16][C:17]2[CH:22]=[CH:21][CH:20]=[CH:19][CH:18]=2)[C:14](=[O:23])[C:13]2[C:8](=[CH:9][C:10]([Cl:24])=[CH:11][CH:12]=2)[N:7]=1)[CH:3]([CH3:5])[CH3:4].C([O-])([O-])=O.[K+].[K+].Br[CH2:32][C:33](=[O:46])[CH2:34][N:35]1[C:39](=[O:40])[C:38]2=[CH:41][CH:42]=[CH:43][CH:44]=[C:37]2[C:36]1=[O:45], predict the reaction product. The product is: [C:36]1(=[O:45])[N:35]([CH2:34][C:33](=[O:46])[CH2:32][NH:1][C@@H:2]([C:6]2[N:15]([CH2:16][C:17]3[CH:18]=[CH:19][CH:20]=[CH:21][CH:22]=3)[C:14](=[O:23])[C:13]3[C:8](=[CH:9][C:10]([Cl:24])=[CH:11][CH:12]=3)[N:7]=2)[CH:3]([CH3:5])[CH3:4])[C:39](=[O:40])[C:38]2=[CH:41][CH:42]=[CH:43][CH:44]=[C:37]12.